This data is from Full USPTO retrosynthesis dataset with 1.9M reactions from patents (1976-2016). The task is: Predict the reactants needed to synthesize the given product. Given the product [Cl:1][C:2]1[CH:7]=[CH:6][C:5]([Cl:8])=[CH:4][C:3]=1[C:9]1[CH2:13][CH2:12][N:11]([C:14](=[O:29])[CH2:15][C:16]2[CH:21]=[CH:20][CH:19]=[C:18]([C:22]3[N:27]=[CH:26][C:25]([O:28][CH2:56][CH2:55][N:52]4[CH2:53][CH2:54][O:49][CH2:50][CH2:51]4)=[CH:24][N:23]=3)[CH:17]=2)[N:10]=1, predict the reactants needed to synthesize it. The reactants are: [Cl:1][C:2]1[CH:7]=[CH:6][C:5]([Cl:8])=[CH:4][C:3]=1[C:9]1[CH2:13][CH2:12][N:11]([C:14](=[O:29])[CH2:15][C:16]2[CH:21]=[CH:20][CH:19]=[C:18]([C:22]3[N:27]=[CH:26][C:25]([OH:28])=[CH:24][N:23]=3)[CH:17]=2)[N:10]=1.C1(P(C2C=CC=CC=2)C2C=CC=CC=2)C=CC=CC=1.[O:49]1[CH2:54][CH2:53][N:52]([CH2:55][CH2:56]O)[CH2:51][CH2:50]1.N(C(OC(C)C)=O)=NC(OC(C)C)=O.